Task: Predict which catalyst facilitates the given reaction.. Dataset: Catalyst prediction with 721,799 reactions and 888 catalyst types from USPTO Reactant: [CH2:1]([N:5]1[C:9](Cl)=[C:8]([Cl:11])[N:7]=[C:6]1[N:12]1[CH2:17][CH2:16][O:15][CH2:14][CH2:13]1)[CH2:2][CH2:3][CH3:4].CN([CH:21]=[O:22])C. Product: [CH2:1]([N:5]1[C:9]([CH:21]=[O:22])=[C:8]([Cl:11])[NH:7][CH:6]1[N:12]1[CH2:17][CH2:16][O:15][CH2:14][CH2:13]1)[CH2:2][CH2:3][CH3:4]. The catalyst class is: 1.